The task is: Regression/Classification. Given a drug SMILES string, predict its absorption, distribution, metabolism, or excretion properties. Task type varies by dataset: regression for continuous measurements (e.g., permeability, clearance, half-life) or binary classification for categorical outcomes (e.g., BBB penetration, CYP inhibition). Dataset: cyp1a2_veith.. This data is from CYP1A2 inhibition data for predicting drug metabolism from PubChem BioAssay. The compound is COC(=O)c1ccccc1NC(=O)c1c(Br)cnn1C. The result is 1 (inhibitor).